From a dataset of Catalyst prediction with 721,799 reactions and 888 catalyst types from USPTO. Predict which catalyst facilitates the given reaction. The catalyst class is: 75. Product: [CH3:24][C:19]1([CH3:25])[C:20]([CH3:23])([CH3:22])[O:21][B:17]([C:2]2[CH:3]=[C:4]([C:8]3[O:9][C:10]4[CH:16]=[CH:15][CH:14]=[CH:13][C:11]=4[N:12]=3)[CH:5]=[CH:6][CH:7]=2)[O:18]1. Reactant: Br[C:2]1[CH:3]=[C:4]([C:8]2[O:9][C:10]3[CH:16]=[CH:15][CH:14]=[CH:13][C:11]=3[N:12]=2)[CH:5]=[CH:6][CH:7]=1.[B:17]1([B:17]2[O:21][C:20]([CH3:23])([CH3:22])[C:19]([CH3:25])([CH3:24])[O:18]2)[O:21][C:20]([CH3:23])([CH3:22])[C:19]([CH3:25])([CH3:24])[O:18]1.C([O-])(=O)C.[K+].